From a dataset of Peptide-MHC class I binding affinity with 185,985 pairs from IEDB/IMGT. Regression. Given a peptide amino acid sequence and an MHC pseudo amino acid sequence, predict their binding affinity value. This is MHC class I binding data. (1) The peptide sequence is LTSSVIGAL. The MHC is HLA-A24:02 with pseudo-sequence HLA-A24:02. The binding affinity (normalized) is 0. (2) The peptide sequence is WLKEKHEEL. The MHC is HLA-B27:05 with pseudo-sequence HLA-B27:05. The binding affinity (normalized) is 0.0847.